The task is: Predict the reactants needed to synthesize the given product.. This data is from Full USPTO retrosynthesis dataset with 1.9M reactions from patents (1976-2016). (1) Given the product [F:1][C:2]1[C:7]([F:8])=[CH:6][CH:5]=[CH:4][C:3]=1[C:9]1[N:17]=[C:12]2[CH:13]=[N:14][N:15]([CH2:19][C:20]3[O:24][N:23]=[C:22]([C:25]4[CH:26]=[CH:27][C:28]([O:29][CH2:30][C:31]5[CH:32]=[N:33][CH:34]=[CH:35][CH:36]=5)=[CH:37][CH:38]=4)[CH:21]=3)[CH:16]=[C:11]2[N:10]=1, predict the reactants needed to synthesize it. The reactants are: [F:1][C:2]1[C:7]([F:8])=[CH:6][CH:5]=[CH:4][C:3]=1[C:9]1[N:17]=[C:12]2[CH:13]=[N:14][NH:15][CH:16]=[C:11]2[N:10]=1.Cl[CH2:19][C:20]1[O:24][N:23]=[C:22]([C:25]2[CH:38]=[CH:37][C:28]([O:29][CH2:30][C:31]3[CH:32]=[N:33][CH:34]=[CH:35][CH:36]=3)=[CH:27][CH:26]=2)[CH:21]=1. (2) Given the product [Br-:46].[C:23]([O:22][CH2:21][CH2:20][N:19]([CH2:18][CH2:17][O:16][C:1](=[O:15])[CH2:2][CH2:3][CH2:4][CH2:5][CH2:6][CH2:7][CH2:8][CH2:9][CH2:10][CH2:11][CH2:12][CH2:13][CH3:14])[C:38](=[O:45])[CH2:39][CH2:40][CH2:41][N+:42]([CH2:47][CH2:48][OH:49])([CH3:43])[CH3:44])(=[O:37])[CH2:24][CH2:25][CH2:26][CH2:27][CH2:28][CH2:29][CH2:30][CH2:31][CH2:32][CH2:33][CH2:34][CH2:35][CH3:36], predict the reactants needed to synthesize it. The reactants are: [C:1]([O:16][CH2:17][CH2:18][N:19]([C:38](=[O:45])[CH2:39][CH2:40][CH2:41][N:42]([CH3:44])[CH3:43])[CH2:20][CH2:21][O:22][C:23](=[O:37])[CH2:24][CH2:25][CH2:26][CH2:27][CH2:28][CH2:29][CH2:30][CH2:31][CH2:32][CH2:33][CH2:34][CH2:35][CH3:36])(=[O:15])[CH2:2][CH2:3][CH2:4][CH2:5][CH2:6][CH2:7][CH2:8][CH2:9][CH2:10][CH2:11][CH2:12][CH2:13][CH3:14].[Br:46][CH2:47][CH2:48][OH:49].